From a dataset of Forward reaction prediction with 1.9M reactions from USPTO patents (1976-2016). Predict the product of the given reaction. (1) The product is: [Cl:1][C:2]1[CH:29]=[CH:28][C:5]2[NH:6][C:7]([CH:9]([NH:11][C:12](=[O:27])[C:13]3[CH:18]=[CH:17][C:16]([C:19]([N:21]4[CH:22]=[CH:23][CH:24]=[CH:25]4)=[O:20])=[C:15]([CH3:26])[CH:14]=3)[CH3:10])=[N:8][C:4]=2[CH:3]=1. Given the reactants [Cl:1][C:2]1[CH:29]=[CH:28][C:5]2[NH:6][C:7]([CH:9]([NH:11][C:12](=[O:27])[C:13]3[CH:18]=[CH:17][C:16]([C:19]([N:21]4[CH2:25][CH:24]=[CH:23][CH2:22]4)=[O:20])=[C:15]([CH3:26])[CH:14]=3)[CH3:10])=[N:8][C:4]=2[CH:3]=1.ClC1C(=O)C(C#N)=C(C#N)C(=O)C=1Cl, predict the reaction product. (2) Given the reactants [CH2:1]([N:4]1[C:12]2[C:7](=[CH:8][C:9]([C:13]([F:16])([F:15])[F:14])=[CH:10][CH:11]=2)[C:6]([NH:17][CH2:18][C:19]([NH:21][CH:22]2[CH2:25][NH:24][CH2:23]2)=[O:20])=[N:5]1)[CH:2]=[CH2:3].[CH2:26]([O:28][C:29]([CH:31]1[CH2:36][CH2:35][C:34](=O)[CH2:33][CH2:32]1)=[O:30])[CH3:27], predict the reaction product. The product is: [CH2:26]([O:28][C:29]([CH:31]1[CH2:36][CH2:35][CH:34]([N:24]2[CH2:23][CH:22]([NH:21][C:19](=[O:20])[CH2:18][NH:17][C:6]3[C:7]4[C:12](=[CH:11][CH:10]=[C:9]([C:13]([F:16])([F:14])[F:15])[CH:8]=4)[N:4]([CH2:1][CH:2]=[CH2:3])[N:5]=3)[CH2:25]2)[CH2:33][CH2:32]1)=[O:30])[CH3:27]. (3) Given the reactants [CH2:1]([OH:4])[C:2]#[CH:3].[Cl:5][CH2:6][CH:7]([OH:30])[CH2:8][O:9][C:10]1[CH:15]=[CH:14][C:13]([C:16]([C:19]2[CH:24]=[CH:23][C:22]([O:25][CH2:26][CH:27]3[CH2:29][O:28]3)=[CH:21][CH:20]=2)([CH3:18])[CH3:17])=[CH:12][CH:11]=1.FC(F)(F)S([O-])(=O)=O.[Er+3].FC(F)(F)S([O-])(=O)=O.FC(F)(F)S([O-])(=O)=O.C(=O)(O)[O-].[Na+], predict the reaction product. The product is: [Cl:5][CH2:6][CH:7]([OH:30])[CH2:8][O:9][C:10]1[CH:15]=[CH:14][C:13]([C:16]([C:19]2[CH:24]=[CH:23][C:22]([O:25][CH2:26][CH:27]([OH:28])[CH2:29][O:4][CH2:1][C:2]#[CH:3])=[CH:21][CH:20]=2)([CH3:17])[CH3:18])=[CH:12][CH:11]=1. (4) Given the reactants [Cl:1][C:2]1[CH:7]=[C:6]([O:8][C:9]2[C:18]3[C:13](=[CH:14][C:15]([OH:21])=[C:16]([O:19][CH3:20])[CH:17]=3)[N:12]=[CH:11][CH:10]=2)[CH:5]=[CH:4][C:3]=1[NH:22][C:23]([NH:25][CH2:26][CH2:27][CH3:28])=[O:24].C(=O)([O-])[O-].[K+].[K+].CC1C=CC(S(O[CH2:46][CH2:47][N:48]2[CH:52]=[CH:51][N:50]=[CH:49]2)(=O)=O)=CC=1.O, predict the reaction product. The product is: [Cl:1][C:2]1[CH:7]=[C:6]([O:8][C:9]2[C:18]3[C:13](=[CH:14][C:15]([O:21][CH2:46][CH2:47][N:48]4[CH:52]=[CH:51][N:50]=[CH:49]4)=[C:16]([O:19][CH3:20])[CH:17]=3)[N:12]=[CH:11][CH:10]=2)[CH:5]=[CH:4][C:3]=1[NH:22][C:23]([NH:25][CH2:26][CH2:27][CH3:28])=[O:24]. (5) Given the reactants [CH3:1][CH:2]1[C:14](=[O:15])[C:6]2[S:7][CH:8]=[C:9]([S:10](Cl)(=[O:12])=[O:11])[C:5]=2[CH2:4][CH2:3]1.[F:16][C:17]1[CH:22]=[CH:21][C:20]([CH2:23][CH2:24][NH:25][CH3:26])=[CH:19][CH:18]=1, predict the reaction product. The product is: [F:16][C:17]1[CH:18]=[CH:19][C:20]([CH2:23][CH2:24][N:25]([CH3:26])[S:10]([C:9]2[C:5]3[CH2:4][CH2:3][CH:2]([CH3:1])[C:14](=[O:15])[C:6]=3[S:7][CH:8]=2)(=[O:12])=[O:11])=[CH:21][CH:22]=1. (6) Given the reactants [Cl:1][C:2]1[CH:3]=[CH:4][C:5]([O:12]C)=[C:6]([CH:11]=1)[C:7]([NH:9][CH3:10])=[O:8].B(Br)(Br)Br.C(O)C, predict the reaction product. The product is: [Cl:1][C:2]1[CH:3]=[CH:4][C:5]([OH:12])=[C:6]([CH:11]=1)[C:7]([NH:9][CH3:10])=[O:8].